This data is from Full USPTO retrosynthesis dataset with 1.9M reactions from patents (1976-2016). The task is: Predict the reactants needed to synthesize the given product. (1) The reactants are: [CH3:1][O:2][C:3]1[CH:4]=[C:5](B(O)O)[CH:6]=[CH:7][C:8]=1[O:9][CH3:10].I[C:15]1[C:23]2[C:18](=[N:19][CH:20]=[N:21][C:22]=2[NH2:24])[N:17]([CH:25]([CH3:27])[CH3:26])[N:16]=1.C([O-])([O-])=O.[Na+].[Na+].[CH3:34][CH2:35]O. Given the product [CH:25]1([N:17]2[C:18]3=[N:19][CH:20]=[N:21][C:22]([NH2:24])=[C:23]3[C:15]([C:5]3[CH:6]=[CH:7][C:8]([O:9][CH3:10])=[C:3]([O:2][CH3:1])[CH:4]=3)=[N:16]2)[CH2:27][CH2:35][CH2:34][CH2:26]1, predict the reactants needed to synthesize it. (2) Given the product [CH3:17][O:18][C:19]([C:21]1([C:25]2[CH:26]=[CH:27][C:28]([NH:31][C:8]3[N:9]=[C:10]([C:12]([CH3:15])([CH3:14])[CH3:13])[CH:11]=[C:6]([NH:5][C:1]([CH3:4])([CH3:3])[CH3:2])[N:7]=3)=[CH:29][CH:30]=2)[CH2:22][CH2:23][CH2:24]1)=[O:20], predict the reactants needed to synthesize it. The reactants are: [C:1]([NH:5][C:6]1[CH:11]=[C:10]([C:12]([CH3:15])([CH3:14])[CH3:13])[N:9]=[C:8](Cl)[N:7]=1)([CH3:4])([CH3:3])[CH3:2].[CH3:17][O:18][C:19]([C:21]1([C:25]2[CH:30]=[CH:29][C:28]([NH2:31])=[CH:27][CH:26]=2)[CH2:24][CH2:23][CH2:22]1)=[O:20].